Task: Predict the reaction yield, written as a fraction of the theoretical maximum amount of product (1.0 means a 100% yield; for example, 0.34 means a 34% yield).. Dataset: Reaction yield outcomes from USPTO patents with 853,638 reactions (1) The reactants are [C:1]1([CH:7]([CH2:9][CH2:10][CH2:11][CH2:12][CH2:13][CH2:14][CH2:15][CH3:16])[CH3:8])[CH:6]=[CH:5][CH:4]=[CH:3][CH:2]=1.C=O.[Br-:19].[Na+].S(=O)(=O)(O)O.[C:26](O)(=O)C. No catalyst specified. The product is [Br:19][CH2:26][C:2]1[CH:3]=[CH:4][CH:5]=[CH:6][C:1]=1[CH:7]([CH2:9][CH2:10][CH2:11][CH2:12][CH2:13][CH2:14][CH2:15][CH3:16])[CH3:8]. The yield is 0.524. (2) The reactants are [CH:1]1([P:7]([CH:24]2[CH2:29][CH2:28][CH2:27][CH2:26][CH2:25]2)[C:8]2[CH:13]=[CH:12][CH:11]=[CH:10][C:9]=2[C:14]2[C:19]([O:20][CH3:21])=[CH:18][CH:17]=[CH:16][C:15]=2[O:22][CH3:23])[CH2:6][CH2:5][CH2:4][CH2:3][CH2:2]1.C(Cl)Cl.[OH:33][S:34](O)(=[O:36])=[O:35].[OH-].[Na+:39]. The catalyst is CO. The product is [CH:24]1([P:7]([CH:1]2[CH2:6][CH2:5][CH2:4][CH2:3][CH2:2]2)[C:8]2[CH:13]=[CH:12][CH:11]=[CH:10][C:9]=2[C:14]2[C:19]([O:20][CH3:21])=[CH:18][CH:17]=[C:16]([S:34]([O-:36])(=[O:35])=[O:33])[C:15]=2[O:22][CH3:23])[CH2:25][CH2:26][CH2:27][CH2:28][CH2:29]1.[Na+:39]. The yield is 0.990.